The task is: Predict the product of the given reaction.. This data is from Forward reaction prediction with 1.9M reactions from USPTO patents (1976-2016). Given the reactants [N:1]12[CH2:9][CH2:8][CH:5]([CH2:6][CH2:7]1)[NH:4][CH2:3][CH2:2]2.Cl[C:11]1[C:16]([N+:17]([O-:19])=[O:18])=[CH:15][CH:14]=[CH:13][N:12]=1.O1CCOCC1, predict the reaction product. The product is: [N+:17]([C:16]1[CH:15]=[CH:14][C:13]([N:4]2[CH:5]3[CH2:8][CH2:9][N:1]([CH2:7][CH2:6]3)[CH2:2][CH2:3]2)=[N:12][CH:11]=1)([O-:19])=[O:18].